Task: Predict the reactants needed to synthesize the given product.. Dataset: Full USPTO retrosynthesis dataset with 1.9M reactions from patents (1976-2016) (1) Given the product [Cl:1][C:2]1[CH:7]=[C:6]([O:8][CH3:9])[CH:5]=[CH:4][C:3]=1[NH:10][C:11](=[S:30])[C:12]1[CH:17]=[CH:16][C:15]([O:18][CH3:19])=[CH:14][CH:13]=1, predict the reactants needed to synthesize it. The reactants are: [Cl:1][C:2]1[CH:7]=[C:6]([O:8][CH3:9])[CH:5]=[CH:4][C:3]=1[NH:10][C:11](=O)[C:12]1[CH:17]=[CH:16][C:15]([O:18][CH3:19])=[CH:14][CH:13]=1.COC1C=CC(P2(SP(C3C=CC(OC)=CC=3)(=S)S2)=[S:30])=CC=1. (2) Given the product [N+:8]([C:6]1[CH:5]=[C:4]([N:11]2[CH2:16][CH2:15][O:14][CH2:13][CH2:12]2)[CH:3]=[C:2]([B:17]2[O:21][C:20]([CH3:23])([CH3:22])[C:19]([CH3:25])([CH3:24])[O:18]2)[CH:7]=1)([O-:10])=[O:9], predict the reactants needed to synthesize it. The reactants are: I[C:2]1[CH:3]=[C:4]([N:11]2[CH2:16][CH2:15][O:14][CH2:13][CH2:12]2)[CH:5]=[C:6]([N+:8]([O-:10])=[O:9])[CH:7]=1.[B:17]1([B:17]2[O:21][C:20]([CH3:23])([CH3:22])[C:19]([CH3:25])([CH3:24])[O:18]2)[O:21][C:20]([CH3:23])([CH3:22])[C:19]([CH3:25])([CH3:24])[O:18]1.CC([O-])=O.[K+]. (3) Given the product [CH:1]1([NH:4][C:5]2[C:10]([C:11]([OH:13])=[O:12])=[CH:9][C:8]([F:16])=[C:7]([N:17]3[CH2:21][CH2:20][CH2:19][CH2:18]3)[N:6]=2)[CH2:3][CH2:2]1, predict the reactants needed to synthesize it. The reactants are: [CH:1]1([NH:4][C:5]2[C:10]([C:11]([O:13]CC)=[O:12])=[CH:9][C:8]([F:16])=[C:7]([N:17]3[CH2:21][CH2:20][CH2:19][CH2:18]3)[N:6]=2)[CH2:3][CH2:2]1.[OH-].[Na+].CO.Cl. (4) Given the product [F:1][C:2]1[C:7]([F:8])=[CH:6][CH:5]=[CH:4][C:3]=1[C:9]1[N:17]=[C:12]2[CH:13]=[N:14][N:15]([CH2:19][C:20]3[O:24][N:23]=[C:22]([C:25]4[CH:41]=[CH:40][C:28]([O:29][CH2:30][C:31]5[CH:32]=[C:33]([CH:37]=[CH:38][CH:39]=5)[C:34]([OH:36])=[O:35])=[CH:27][CH:26]=4)[CH:21]=3)[CH:16]=[C:11]2[N:10]=1, predict the reactants needed to synthesize it. The reactants are: [F:1][C:2]1[C:7]([F:8])=[CH:6][CH:5]=[CH:4][C:3]=1[C:9]1[N:17]=[C:12]2[CH:13]=[N:14][NH:15][CH:16]=[C:11]2[N:10]=1.Cl[CH2:19][C:20]1[O:24][N:23]=[C:22]([C:25]2[CH:41]=[CH:40][C:28]([O:29][CH2:30][C:31]3[CH:32]=[C:33]([CH:37]=[CH:38][CH:39]=3)[C:34]([OH:36])=[O:35])=[CH:27][CH:26]=2)[CH:21]=1. (5) The reactants are: [CH2:1]([N:9]([CH2:19][C:20]([O:22]C)=[O:21])[C:10](=[O:18])[CH2:11][CH2:12][CH2:13][CH2:14][CH2:15][CH2:16][CH3:17])[CH2:2][CH2:3][CH2:4][CH2:5][CH2:6][CH2:7][CH3:8].[OH-].[Na+].Cl. Given the product [CH2:1]([N:9]([CH2:19][C:20]([OH:22])=[O:21])[C:10](=[O:18])[CH2:11][CH2:12][CH2:13][CH2:14][CH2:15][CH2:16][CH3:17])[CH2:2][CH2:3][CH2:4][CH2:5][CH2:6][CH2:7][CH3:8], predict the reactants needed to synthesize it. (6) The reactants are: [Na+].[F:2][C:3]1[CH:4]=[CH:5][C:6]([C:9]2[N:13]([C:14]3[CH:15]=[N:16][C:17]([O:20][CH3:21])=[CH:18][CH:19]=3)[N:12]=[C:11]([C:22]([O-:24])=O)[N:10]=2)=[N:7][CH:8]=1.Cl.C(N=C=NCCCN(C)C)C.ON1C2C=CC=CC=2N=N1.[C:47]([NH2:51])([CH3:50])([CH3:49])[CH3:48]. Given the product [C:47]([NH:51][C:22]([C:11]1[N:10]=[C:9]([C:6]2[CH:5]=[CH:4][C:3]([F:2])=[CH:8][N:7]=2)[N:13]([C:14]2[CH:15]=[N:16][C:17]([O:20][CH3:21])=[CH:18][CH:19]=2)[N:12]=1)=[O:24])([CH3:50])([CH3:49])[CH3:48], predict the reactants needed to synthesize it.